Dataset: Full USPTO retrosynthesis dataset with 1.9M reactions from patents (1976-2016). Task: Predict the reactants needed to synthesize the given product. (1) Given the product [CH2:1]([O:21][C:22]1[C:30]([O:31][CH2:32][CH2:33][CH2:34][CH2:35][CH2:36][CH2:37][CH2:38][CH2:39][CH2:40][CH2:41][CH2:42][CH2:43][CH2:44][CH2:45][CH2:46][CH2:47][CH2:48][CH2:49][CH2:50][CH3:51])=[CH:29][CH:28]=[CH:27][C:23]=1[C:24]([Cl:61])=[O:25])[CH2:2][CH2:3][CH2:4][CH2:5][CH2:6][CH2:7][CH2:8][CH2:9][CH2:10][CH2:11][CH2:12][CH2:13][CH2:14][CH2:15][CH2:16][CH2:17][CH2:18][CH2:19][CH3:20], predict the reactants needed to synthesize it. The reactants are: [CH2:1]([O:21][C:22]1[C:30]([O:31][CH2:32][CH2:33][CH2:34][CH2:35][CH2:36][CH2:37][CH2:38][CH2:39][CH2:40][CH2:41][CH2:42][CH2:43][CH2:44][CH2:45][CH2:46][CH2:47][CH2:48][CH2:49][CH2:50][CH3:51])=[CH:29][CH:28]=[CH:27][C:23]=1[C:24](O)=[O:25])[CH2:2][CH2:3][CH2:4][CH2:5][CH2:6][CH2:7][CH2:8][CH2:9][CH2:10][CH2:11][CH2:12][CH2:13][CH2:14][CH2:15][CH2:16][CH2:17][CH2:18][CH2:19][CH3:20].C1(C)C=CC=CC=1.S(Cl)([Cl:61])=O. (2) Given the product [CH2:27]([O:26][P:25]([CH2:30][CH2:31][CH2:32][C:33]1[CH:34]=[C:35]([CH3:42])[C:36]([C:40]2[NH:1][C:2]3[CH:3]=[C:4]([C:5](=[O:6])[NH:7][C:8]4[CH:17]=[CH:16][C:15]5[C:10](=[CH:11][CH:12]=[CH:13][CH:14]=5)[N:9]=4)[CH:18]=[CH:19][C:20]=3[N:21]=2)=[C:37]([CH3:39])[CH:38]=1)(=[O:29])[O:24][CH2:22][CH3:23])[CH3:28], predict the reactants needed to synthesize it. The reactants are: [NH2:1][C:2]1[CH:3]=[C:4]([CH:18]=[CH:19][C:20]=1[NH2:21])[C:5]([NH:7][C:8]1[CH:17]=[CH:16][C:15]2[C:10](=[CH:11][CH:12]=[CH:13][CH:14]=2)[N:9]=1)=[O:6].[CH2:22]([O:24][P:25]([CH2:30]/[CH:31]=[CH:32]/[C:33]1[CH:38]=[C:37]([CH3:39])[C:36]([CH:40]=O)=[C:35]([CH3:42])[CH:34]=1)(=[O:29])[O:26][CH2:27][CH3:28])[CH3:23]. (3) Given the product [C:1]([C:5]1[CH:10]=[CH:9][C:8]([S:11]([N:14]([C:15]2[CH:16]=[C:17]3[C:22](=[CH:23][CH:24]=2)[N:21]=[CH:20][CH:19]=[CH:18]3)[CH2:25][C:26]([N:31]([CH2:29][CH3:30])[CH2:32][CH2:33][OH:34])=[O:27])(=[O:12])=[O:13])=[CH:7][CH:6]=1)([CH3:4])([CH3:2])[CH3:3], predict the reactants needed to synthesize it. The reactants are: [C:1]([C:5]1[CH:10]=[CH:9][C:8]([S:11]([N:14]([CH2:25][C:26](O)=[O:27])[C:15]2[CH:16]=[C:17]3[C:22](=[CH:23][CH:24]=2)[N:21]=[CH:20][CH:19]=[CH:18]3)(=[O:13])=[O:12])=[CH:7][CH:6]=1)([CH3:4])([CH3:3])[CH3:2].[CH2:29]([NH:31][CH2:32][CH2:33][OH:34])[CH3:30]. (4) Given the product [C:17]([O:21][C:22]([N:24]1[CH2:25][CH:26]=[C:27]([C:30]2[NH:47][C:33]3[N:34]=[CH:35][N:36]=[C:37]([C:38]4[CH:43]=[C:42]([F:44])[CH:41]=[C:40]([N:45]([CH:54]5[CH2:48][CH2:49]5)[C:8](=[O:9])[C:7]5[CH:11]=[CH:12][CH:4]=[CH:5][CH:6]=5)[C:39]=4[CH3:46])[C:32]=3[CH:31]=2)[CH2:28][CH2:29]1)=[O:23])([CH3:20])([CH3:19])[CH3:18], predict the reactants needed to synthesize it. The reactants are: C1([C:4]2[CH:12]=[CH:11][C:7]([C:8](O)=[O:9])=[CH:6][CH:5]=2)CC1.S(Cl)(Cl)=O.[C:17]([O:21][C:22]([N:24]1[CH2:29][CH:28]=[C:27]([C:30]2[NH:47][C:33]3[N:34]=[CH:35][N:36]=[C:37]([C:38]4[CH:43]=[C:42]([F:44])[CH:41]=[C:40]([NH2:45])[C:39]=4[CH3:46])[C:32]=3[CH:31]=2)[CH2:26][CH2:25]1)=[O:23])([CH3:20])([CH3:19])[CH3:18].[C:48]1([CH3:54])C=CC=C[CH:49]=1. (5) The reactants are: [Cl:1][C:2]1[CH:7]=[CH:6][C:5]([N+:8]([O-])=O)=[CH:4][C:3]=1[C:11]([F:14])([F:13])[CH3:12].[Cl-].[NH4+].O. Given the product [Cl:1][C:2]1[CH:7]=[CH:6][C:5]([NH2:8])=[CH:4][C:3]=1[C:11]([F:13])([F:14])[CH3:12], predict the reactants needed to synthesize it.